From a dataset of Tyrosyl-DNA phosphodiesterase HTS with 341,365 compounds. Binary Classification. Given a drug SMILES string, predict its activity (active/inactive) in a high-throughput screening assay against a specified biological target. (1) The molecule is O=C(NCC1(N2CCCCC2)CCCCC1)COc1ccc(cc1)C#N. The result is 0 (inactive). (2) The compound is O1CCN(C2(CCCCC2)CNC(=O)COc2ccc([N+]([O-])=O)cc2)CC1. The result is 0 (inactive). (3) The compound is O(c1c2c(n(CC)c(=O)c1)cccc2)CC(O)=O. The result is 0 (inactive). (4) The molecule is Clc1ncnc2c(OCC)c(OCC)c(OCC)cc12. The result is 0 (inactive). (5) The drug is O=C(NC(c1ccc(cc1)C)c1ccccc1)N. The result is 0 (inactive). (6) The compound is S(=O)(=O)(NCC(=O)N(C(C(C)C)C(=O)NCC1OCCC1)c1ccc(F)cc1)c1ccccc1. The result is 0 (inactive). (7) The drug is o1c(C2CC(Nc3c(N)cc(cc3)C)=CC(=O)C2)ccc1. The result is 0 (inactive). (8) The drug is Clc1cc(N2CCN(CC2)C(=O)c2sc3nc4n(CCC4)c(=O)c3c2C)c(cc1)C. The result is 0 (inactive).